Dataset: Reaction yield outcomes from USPTO patents with 853,638 reactions. Task: Predict the reaction yield, written as a fraction of the theoretical maximum amount of product (1.0 means a 100% yield; for example, 0.34 means a 34% yield). (1) The reactants are C([O:3][C:4](=O)[CH:5]([CH:11](OCC)[CH:12]([N:19]1[CH2:24][CH2:23][N:22]([C:25]([O:27][C:28]([CH3:31])([CH3:30])[CH3:29])=[O:26])[CH2:21][CH2:20]1)[C:13]1[CH:18]=[CH:17][CH:16]=[CH:15][N:14]=1)[C:6]([O:8][CH2:9][CH3:10])=[O:7])C. The catalyst is C1(C)C(C)=CC=CC=1. The product is [CH2:9]([O:8][C:6]([C:5]1[C:4](=[O:3])[N:14]2[CH:13]([CH:18]=[CH:17][CH:16]=[CH:15]2)[CH:12]([N:19]2[CH2:20][CH2:21][N:22]([C:25]([O:27][C:28]([CH3:30])([CH3:29])[CH3:31])=[O:26])[CH2:23][CH2:24]2)[CH:11]=1)=[O:7])[CH3:10]. The yield is 0.710. (2) The reactants are B(Br)(Br)Br.C(Cl)Cl.C[O:9][C:10]1[CH:11]=[C:12]([C:33]#[N:34])[C:13]2[O:17][C:16]([C:18]3[CH:23]=[CH:22][C:21]([O:24]C)=[CH:20][CH:19]=3)=[C:15]([C:26]3[CH:31]=[CH:30][CH:29]=[CH:28][CH:27]=3)[C:14]=2[CH:32]=1. No catalyst specified. The product is [OH:9][C:10]1[CH:11]=[C:12]([C:33]#[N:34])[C:13]2[O:17][C:16]([C:18]3[CH:19]=[CH:20][C:21]([OH:24])=[CH:22][CH:23]=3)=[C:15]([C:26]3[CH:31]=[CH:30][CH:29]=[CH:28][CH:27]=3)[C:14]=2[CH:32]=1. The yield is 0.830. (3) The reactants are Br[C:2]1[CH:3]=[C:4]([O:10][CH:11]([F:13])[F:12])[C:5](=[O:9])[N:6]([CH3:8])[CH:7]=1.[F:14][C:15]1[CH:42]=[C:41]([F:43])[CH:40]=[CH:39][C:16]=1[O:17][C:18]1[CH:23]=[CH:22][C:21]([CH2:24][S:25]([CH2:28][CH3:29])(=[O:27])=[O:26])=[CH:20][C:19]=1B1OC(C)(C)C(C)(C)O1.[O-]P([O-])([O-])=O.[K+].[K+].[K+]. The product is [F:12][CH:11]([F:13])[O:10][C:4]1[C:5](=[O:9])[N:6]([CH3:8])[CH:7]=[C:2]([C:19]2[CH:20]=[C:21]([CH2:24][S:25]([CH2:28][CH3:29])(=[O:27])=[O:26])[CH:22]=[CH:23][C:18]=2[O:17][C:16]2[CH:39]=[CH:40][C:41]([F:43])=[CH:42][C:15]=2[F:14])[CH:3]=1. The catalyst is O1CCOCC1.O.C1C=CC(P(C2C=CC=CC=2)[C-]2C=CC=C2)=CC=1.C1C=CC(P(C2C=CC=CC=2)[C-]2C=CC=C2)=CC=1.Cl[Pd]Cl.[Fe+2]. The yield is 0.220. (4) The reactants are [CH3:1][O:2][C:3]1[CH:8]=[CH:7][C:6]([CH:9]([C:11]2[CH:16]=[CH:15][CH:14]=[C:13]([O:17][CH2:18][C:19]3[N:20]=[C:21]([C:25]4[CH:30]=[CH:29][CH:28]=[CH:27][CH:26]=4)[O:22][C:23]=3[CH3:24])[CH:12]=2)[OH:10])=[C:5]([O:31][CH2:32][O:33][CH3:34])[CH:4]=1. The catalyst is [O-2].[O-2].[Mn+4].O1CCCC1. The product is [CH3:1][O:2][C:3]1[CH:8]=[CH:7][C:6]([C:9]([C:11]2[CH:16]=[CH:15][CH:14]=[C:13]([O:17][CH2:18][C:19]3[N:20]=[C:21]([C:25]4[CH:26]=[CH:27][CH:28]=[CH:29][CH:30]=4)[O:22][C:23]=3[CH3:24])[CH:12]=2)=[O:10])=[C:5]([O:31][CH2:32][O:33][CH3:34])[CH:4]=1. The yield is 0.610.